From a dataset of Catalyst prediction with 721,799 reactions and 888 catalyst types from USPTO. Predict which catalyst facilitates the given reaction. (1) The catalyst class is: 60. Reactant: [C:1]([OH:9])(=O)[C:2]#[C:3][CH2:4][CH2:5][CH2:6][CH3:7].Cl.[CH2:11]([C:13]1[S:33][C:16]2[N:17]=[C:18]([S:27][CH2:28][C:29]([O:31][CH3:32])=[O:30])[N:19]=[C:20]([N:21]3[CH2:26][CH2:25][NH:24][CH2:23][CH2:22]3)[C:15]=2[CH:14]=1)[CH3:12].C(N(C(C)C)CC)(C)C. Product: [CH2:11]([C:13]1[S:33][C:16]2[N:17]=[C:18]([S:27][CH2:28][C:29]([O:31][CH3:32])=[O:30])[N:19]=[C:20]([N:21]3[CH2:26][CH2:25][N:24]([C:1](=[O:9])[CH2:2][CH2:3][CH2:4][CH2:5][C:6]#[CH:7])[CH2:23][CH2:22]3)[C:15]=2[CH:14]=1)[CH3:12]. (2) Reactant: [Br:1][C:2]1[CH:3]=[N:4][CH:5]=[CH:6][C:7]=1[O:8][CH2:9][C:10]([F:13])([F:12])[F:11].C1C=C(Cl)C=C(C(OO)=[O:22])C=1.CO. Product: [Br:1][C:2]1[CH:3]=[N+:4]([O-:22])[CH:5]=[CH:6][C:7]=1[O:8][CH2:9][C:10]([F:11])([F:13])[F:12]. The catalyst class is: 2. (3) Reactant: O=P(Cl)(Cl)[Cl:3].CN([CH:9]=[O:10])C.[C:11]1([CH2:17][C:18](=O)[CH3:19])[CH:16]=[CH:15][CH:14]=[CH:13][CH:12]=1.C([O-])(=O)C.[Na+]. Product: [Cl:3][C:18]([CH3:19])=[C:17]([C:11]1[CH:16]=[CH:15][CH:14]=[CH:13][CH:12]=1)[CH:9]=[O:10]. The catalyst class is: 6. (4) Reactant: [CH3:1][C:2]([S:5]([NH:7][C:8]1([C:12]2[S:13][C:14]([C:17]3[CH:22]=[C:21]([NH:23][C:24]4[N:29]=[C:28]([C:30]([F:33])([F:32])[F:31])[CH:27]=[CH:26][N:25]=4)[CH:20]=[C:19]([CH3:34])[CH:18]=3)=[CH:15][N:16]=2)[CH2:11][O:10][CH2:9]1)=[O:6])([CH3:4])[CH3:3].C1C=C(Cl)C=C(C(OO)=[O:43])C=1. Product: [CH3:4][C:2]([S:5]([NH:7][C:8]1([C:12]2[S:13][C:14]([C:17]3[CH:22]=[C:21]([NH:23][C:24]4[N:29]=[C:28]([C:30]([F:32])([F:33])[F:31])[CH:27]=[CH:26][N:25]=4)[CH:20]=[C:19]([CH3:34])[CH:18]=3)=[CH:15][N:16]=2)[CH2:9][O:10][CH2:11]1)(=[O:43])=[O:6])([CH3:1])[CH3:3]. The catalyst class is: 4. (5) Reactant: [OH:1][CH:2]([CH2:6][CH2:7][S:8][CH3:9])[C:3]([OH:5])=[O:4].[CH2:10]([OH:26])[CH2:11][CH2:12][CH2:13][CH2:14][CH2:15][CH2:16][CH2:17][CH2:18][CH2:19][CH2:20][CH2:21][CH2:22][CH2:23][CH2:24][CH3:25].C1(C)C=C[C:30]([S:33](O)(=O)=O)=CC=1.[OH2:38].[C:39]1(C)C=C[CH:42]=[CH:41][CH:40]=1. Product: [OH:1][CH:2]([CH2:6][CH2:7][S:8][CH3:9])[C:3]([O:5][CH:40]([CH2:41][CH2:42][S:33][CH3:30])[C:39]([O:26][CH2:10][CH2:11][CH2:12][CH2:13][CH2:14][CH2:15][CH2:16][CH2:17][CH2:18][CH2:19][CH2:20][CH2:21][CH2:22][CH2:23][CH2:24][CH3:25])=[O:38])=[O:4]. The catalyst class is: 13. (6) Reactant: CC1(C)[O:6][CH:5]([CH2:7][NH:8][C:9]2[O:13][C:12]([C:14]3[CH:19]=[CH:18][N:17]=[CH:16][C:15]=3[NH:20][C:21]3[CH:26]=[CH:25][C:24]([I:27])=[CH:23][C:22]=3[F:28])=[N:11][N:10]=2)[CH2:4][O:3]1.C(O)(C(F)(F)F)=O. Product: [F:28][C:22]1[CH:23]=[C:24]([I:27])[CH:25]=[CH:26][C:21]=1[NH:20][C:15]1[CH:16]=[N:17][CH:18]=[CH:19][C:14]=1[C:12]1[O:13][C:9]([NH:8][CH2:7][CH:5]([OH:6])[CH2:4][OH:3])=[N:10][N:11]=1. The catalyst class is: 4.